From a dataset of Forward reaction prediction with 1.9M reactions from USPTO patents (1976-2016). Predict the product of the given reaction. (1) Given the reactants [Cl:1][C:2]1[CH:3]=[C:4]([C:9]2[CH:14]=[CH:13][CH:12]=[CH:11][C:10]=2[NH2:15])[CH:5]=[CH:6][C:7]=1[F:8].O=C1N(P(Cl)(N2CCOC2=O)=O)CCO1.[CH3:31][N:32]1[CH:36]=[C:35]([C:37](O)=[O:38])[C:34]([CH3:40])=[N:33]1.C(N(CC)CC)C, predict the reaction product. The product is: [Cl:1][C:2]1[CH:3]=[C:4]([C:9]2[CH:14]=[CH:13][CH:12]=[CH:11][C:10]=2[NH:15][C:37]([C:35]2[C:34]([CH3:40])=[N:33][N:32]([CH3:31])[CH:36]=2)=[O:38])[CH:5]=[CH:6][C:7]=1[F:8]. (2) Given the reactants [CH3:1][C:2]([C:26]([O:28]C)=[O:27])([CH3:25])[NH:3][C:4]1[C:13]([CH3:14])=[N:12][C:11]2[C:6](=[C:7]([C:15]3[NH:23][C:22]4[CH2:21][CH2:20][NH:19][C:18](=[O:24])[C:17]=4[CH:16]=3)[CH:8]=[CH:9][CH:10]=2)[N:5]=1.[Li+].[OH-].CO.Cl, predict the reaction product. The product is: [CH3:25][C:2]([NH:3][C:4]1[C:13]([CH3:14])=[N:12][C:11]2[C:6](=[C:7]([C:15]3[NH:23][C:22]4[CH2:21][CH2:20][NH:19][C:18](=[O:24])[C:17]=4[CH:16]=3)[CH:8]=[CH:9][CH:10]=2)[N:5]=1)([CH3:1])[C:26]([OH:28])=[O:27]. (3) Given the reactants [CH3:1][N:2]1[C:6]([CH2:7][CH2:8][C:9]([O:11]CC)=[O:10])=[CH:5][CH:4]=[N:3]1.[OH-].[Na+], predict the reaction product. The product is: [CH3:1][N:2]1[C:6]([CH2:7][CH2:8][C:9]([OH:11])=[O:10])=[CH:5][CH:4]=[N:3]1. (4) Given the reactants [C:1]([O:5][C:6]([NH:8][C:9](=[N:38][C:39]([O:41][C:42]([CH3:45])([CH3:44])[CH3:43])=[O:40])[NH:10][C:11]1[CH:37]=[CH:36][C:14]([C:15]([O:17][C:18]2[CH:23]=[CH:22][C:21]([CH2:24][C:25]([O:27]CC3C=CC=CC=3)=[O:26])=[CH:20][C:19]=2[Cl:35])=[O:16])=[CH:13][CH:12]=1)=[O:7])([CH3:4])([CH3:3])[CH3:2], predict the reaction product. The product is: [C:42]([O:41][C:39]([NH:38][C:9](=[N:8][C:6]([O:5][C:1]([CH3:4])([CH3:3])[CH3:2])=[O:7])[NH:10][C:11]1[CH:37]=[CH:36][C:14]([C:15]([O:17][C:18]2[CH:23]=[CH:22][C:21]([CH2:24][C:25]([OH:27])=[O:26])=[CH:20][C:19]=2[Cl:35])=[O:16])=[CH:13][CH:12]=1)=[O:40])([CH3:44])([CH3:45])[CH3:43]. (5) Given the reactants [CH2:1]([C@:4]1([C:43]2[CH:48]=[C:47]([CH2:49][C:50]3[CH:55]=[CH:54][C:53]([CH2:56][CH3:57])=[CH:52][CH:51]=3)[C:46]([Cl:58])=[CH:45][C:44]=2[OH:59])[C@H:9]([O:10][CH2:11][C:12]2[CH:17]=[CH:16][CH:15]=[CH:14][CH:13]=2)[C@@H:8]([O:18][CH2:19][C:20]2[CH:25]=[CH:24][CH:23]=[CH:22][CH:21]=2)[C@H:7]([O:26][CH2:27][C:28]2[CH:33]=[CH:32][CH:31]=[CH:30][CH:29]=2)[C@@H:6]([CH2:34][O:35][CH2:36][C:37]2[CH:42]=[CH:41][CH:40]=[CH:39][CH:38]=2)[O:5]1)[CH:2]=[CH2:3].ClC1C=C(C=CC=1)C(OO)=[O:65], predict the reaction product. The product is: [CH2:11]([O:10][C@@H:9]1[C@@H:8]([O:18][CH2:19][C:20]2[CH:21]=[CH:22][CH:23]=[CH:24][CH:25]=2)[C@H:7]([O:26][CH2:27][C:28]2[CH:33]=[CH:32][CH:31]=[CH:30][CH:29]=2)[C@@H:6]([CH2:34][O:35][CH2:36][C:37]2[CH:38]=[CH:39][CH:40]=[CH:41][CH:42]=2)[O:5][C@:4]21[C:43]1[C:44](=[CH:45][C:46]([Cl:58])=[C:47]([CH2:49][C:50]3[CH:51]=[CH:52][C:53]([CH2:56][CH3:57])=[CH:54][CH:55]=3)[CH:48]=1)[O:59][CH:2]([CH2:3][OH:65])[CH2:1]2)[C:12]1[CH:17]=[CH:16][CH:15]=[CH:14][CH:13]=1. (6) Given the reactants [Br:1][C:2]1[CH:12]=[CH:11][C:5]([O:6][CH2:7][C:8]([NH2:10])=[O:9])=[C:4]([C:13]#[N:14])[CH:3]=1.N1CCC[CH2:17][CH2:16]1.[CH3:21][CH:22]1[CH2:27][CH2:26][NH:25][CH2:24][CH2:23]1, predict the reaction product. The product is: [Br:1][C:2]1[CH:12]=[CH:11][C:5]2[O:6][C:7]3[C:8](=[O:9])[NH:10][C:16]([CH2:17][N:25]4[CH2:26][CH2:27][CH:22]([CH3:21])[CH2:23][CH2:24]4)=[N:14][C:13]=3[C:4]=2[CH:3]=1.